Task: Predict the reactants needed to synthesize the given product.. Dataset: Full USPTO retrosynthesis dataset with 1.9M reactions from patents (1976-2016) (1) Given the product [C:20]1([CH:16]([C:10]2[CH:11]=[CH:12][CH:13]=[CH:14][CH:15]=2)[C:17]([NH:1][C:2]2[N:3]=[N:4][N:5]([CH2:7][CH2:8][CH3:9])[N:6]=2)=[O:18])[CH:21]=[CH:22][CH:23]=[CH:24][CH:25]=1, predict the reactants needed to synthesize it. The reactants are: [NH2:1][C:2]1[N:3]=[N:4][N:5]([CH2:7][CH2:8][CH3:9])[N:6]=1.[C:10]1([CH:16]([C:20]2[CH:25]=[CH:24][CH:23]=[CH:22][CH:21]=2)[C:17](Cl)=[O:18])[CH:15]=[CH:14][CH:13]=[CH:12][CH:11]=1. (2) Given the product [Br:11][C:12]1[CH:17]=[C:16]([CH2:18][C:21]([C:22]2[CH:27]=[CH:26][CH:25]=[C:24]([CH3:28])[N:23]=2)=[O:20])[CH:15]=[CH:14][N:13]=1, predict the reactants needed to synthesize it. The reactants are: C[Si]([N-][Si](C)(C)C)(C)C.[Na+].[Br:11][C:12]1[CH:17]=[C:16]([CH3:18])[CH:15]=[CH:14][N:13]=1.C[O:20][C:21](=O)[C:22]1[CH:27]=[CH:26][CH:25]=[C:24]([CH3:28])[N:23]=1.C(OCC)C. (3) Given the product [F:3][C:4]1[CH:9]=[C:8]([F:10])[CH:7]=[CH:6][C:5]=1[O:11][C:13]1[CH:22]=[CH:21][C:20]2[C:15](=[C:16]([C:23]3[NH:31][C:30]4[CH2:29][CH2:28][NH:27][C:26](=[O:32])[C:25]=4[CH:24]=3)[CH:17]=[CH:18][CH:19]=2)[N:14]=1, predict the reactants needed to synthesize it. The reactants are: [H-].[Na+].[F:3][C:4]1[CH:9]=[C:8]([F:10])[CH:7]=[CH:6][C:5]=1[OH:11].Cl[C:13]1[CH:22]=[CH:21][C:20]2[C:15](=[C:16]([C:23]3[NH:31][C:30]4[CH2:29][CH2:28][NH:27][C:26](=[O:32])[C:25]=4[CH:24]=3)[CH:17]=[CH:18][CH:19]=2)[N:14]=1. (4) Given the product [Cl:1][C:2]1[CH:7]=[CH:6][C:5]([CH2:8][CH:9]([C:17]2[CH:22]=[CH:21][CH:20]=[C:19]([C:23]#[N:24])[CH:18]=2)[CH:10]([N:25]=[N+:26]=[N-:27])[CH3:11])=[CH:4][CH:3]=1, predict the reactants needed to synthesize it. The reactants are: [Cl:1][C:2]1[CH:7]=[CH:6][C:5]([CH2:8][CH:9]([C:17]2[CH:22]=[CH:21][CH:20]=[C:19]([C:23]#[N:24])[CH:18]=2)[CH:10](OS(C)(=O)=O)[CH3:11])=[CH:4][CH:3]=1.[N-:25]=[N+:26]=[N-:27].[Na+]. (5) Given the product [CH2:4]([CH:3]([C:6]1[N:10]2[C:11]3[C:16]([NH:17][C:18](=[O:19])[C:9]2=[CH:8][N:7]=1)=[CH:15][C:14]([C:20]([N:27]([CH3:28])[CH3:25])=[O:21])=[C:13]([O:23][CH3:24])[CH:12]=3)[CH2:1][CH3:2])[CH3:5], predict the reactants needed to synthesize it. The reactants are: [CH2:1]([CH:3]([C:6]1[N:10]2[C:11]3[C:16]([NH:17][C:18](=[O:19])[C:9]2=[CH:8][N:7]=1)=[CH:15][C:14]([C:20](O)=[O:21])=[C:13]([O:23][CH3:24])[CH:12]=3)[CH2:4][CH3:5])[CH3:2].[C:25](N1C=CN=C1)([N:27]1C=CN=[CH:28]1)=O.Cl.CNC.